This data is from Peptide-MHC class II binding affinity with 134,281 pairs from IEDB. The task is: Regression. Given a peptide amino acid sequence and an MHC pseudo amino acid sequence, predict their binding affinity value. This is MHC class II binding data. (1) The binding affinity (normalized) is 0.0593. The MHC is DRB1_0101 with pseudo-sequence DRB1_0101. The peptide sequence is KSTSKKNVLKVGRLS. (2) The peptide sequence is LTEWTSSNVMEERY. The MHC is HLA-DQA10501-DQB10201 with pseudo-sequence HLA-DQA10501-DQB10201. The binding affinity (normalized) is 0.733. (3) The peptide sequence is IMLYICDKQRHPEAH. The MHC is DRB1_0101 with pseudo-sequence DRB1_0101. The binding affinity (normalized) is 0.413. (4) The peptide sequence is AFTVVLSGGTLIDTL. The MHC is HLA-DPA10103-DPB10401 with pseudo-sequence HLA-DPA10103-DPB10401. The binding affinity (normalized) is 0.264.